This data is from Full USPTO retrosynthesis dataset with 1.9M reactions from patents (1976-2016). The task is: Predict the reactants needed to synthesize the given product. Given the product [O:50]=[S:47]1(=[O:51])[CH2:48][CH2:49][CH:45]([NH:44][CH2:43][CH2:42][NH:1][C@:2]23[CH2:37][CH2:36][C@@H:35]([C:38]([CH3:40])=[CH2:39])[C@@H:3]2[C@@H:4]2[C@@:17]([CH3:20])([CH2:18][CH2:19]3)[C@@:16]3([CH3:21])[C@@H:7]([C@:8]4([CH3:34])[C@@H:13]([CH2:14][CH2:15]3)[C:12]([CH3:23])([CH3:22])[C:11]([C:24]3[CH:25]=[CH:26][C:27]([C:28]([OH:30])=[O:29])=[CH:32][CH:33]=3)=[CH:10][CH2:9]4)[CH2:6][CH2:5]2)[CH2:46]1, predict the reactants needed to synthesize it. The reactants are: [NH2:1][C@:2]12[CH2:37][CH2:36][C@@H:35]([C:38]([CH3:40])=[CH2:39])[C@@H:3]1[C@@H:4]1[C@@:17]([CH3:20])([CH2:18][CH2:19]2)[C@@:16]2([CH3:21])[C@@H:7]([C@:8]3([CH3:34])[C@@H:13]([CH2:14][CH2:15]2)[C:12]([CH3:23])([CH3:22])[C:11]([C:24]2[CH:33]=[CH:32][C:27]([C:28]([O:30]C)=[O:29])=[CH:26][CH:25]=2)=[CH:10][CH2:9]3)[CH2:6][CH2:5]1.Cl[CH2:42][CH2:43][NH:44][CH:45]1[CH2:49][CH2:48][S:47](=[O:51])(=[O:50])[CH2:46]1.P([O-])([O-])([O-])=O.[K+].[K+].[K+].[I-].[K+].